From a dataset of Full USPTO retrosynthesis dataset with 1.9M reactions from patents (1976-2016). Predict the reactants needed to synthesize the given product. (1) Given the product [F:1][C:2]1[C:3]([NH:18][C@@H:19]2[CH2:24][CH2:23][CH2:22][N:21]([C:25](=[O:28])[CH:26]=[CH2:27])[CH2:20]2)=[N:4][C:5]([NH:8][C:9]2[CH:10]=[C:11]3[C:15](=[CH:16][CH:17]=2)[CH2:14][N:13]([CH2:46][CH:47]2[CH2:50][O:49][CH2:48]2)[CH2:12]3)=[N:6][CH:7]=1, predict the reactants needed to synthesize it. The reactants are: [F:1][C:2]1[C:3]([NH:18][C@@H:19]2[CH2:24][CH2:23][CH2:22][N:21]([C:25](=[O:28])[CH:26]=[CH2:27])[CH2:20]2)=[N:4][C:5]([NH:8][C:9]2[CH:10]=[C:11]3[C:15](=[CH:16][CH:17]=2)[CH2:14][NH:13][CH2:12]3)=[N:6][CH:7]=1.C([O-])([O-])=O.[K+].[K+].CC1C=CC(S(O[CH2:46][CH:47]2[CH2:50][O:49][CH2:48]2)(=O)=O)=CC=1. (2) Given the product [CH:1]1([CH2:4][CH:5]([C:9]2[CH:14]=[CH:13][C:12]([NH:15][CH:16]([CH3:18])[CH3:17])=[CH:11][N:10]=2)[C:6]([NH:65][C:62]2[CH:61]=[CH:60][C:59]([C:57]3[CH:56]=[CH:55][N:54]=[C:53]([CH3:52])[CH:58]=3)=[CH:64][CH:63]=2)=[O:8])[CH2:2][CH2:3]1, predict the reactants needed to synthesize it. The reactants are: [CH:1]1([CH2:4][CH:5]([C:9]2[CH:14]=[CH:13][C:12]([NH:15][CH:16]([CH3:18])[CH3:17])=[CH:11][N:10]=2)[C:6]([OH:8])=O)[CH2:3][CH2:2]1.C1CN([P+](ON2N=NC3C=CC=CC2=3)(N2CCCC2)N2CCCC2)CC1.F[P-](F)(F)(F)(F)F.[CH3:52][C:53]1[CH:58]=[C:57]([C:59]2[CH:64]=[CH:63][C:62]([NH2:65])=[CH:61][CH:60]=2)[CH:56]=[CH:55][N:54]=1.C(N(CC)CC)C.